From a dataset of Full USPTO retrosynthesis dataset with 1.9M reactions from patents (1976-2016). Predict the reactants needed to synthesize the given product. (1) Given the product [CH3:22][O:23][C:24]([C:26]1[CH:27]2[N:42]([C:43]([O:45][C:46]([CH3:49])([CH3:47])[CH3:48])=[O:44])[CH:31]([CH2:32][C:33]=1[C:19]1[S:18][C:17]([CH2:16][CH2:15][CH2:14][O:13][Si:6]([C:9]([CH3:12])([CH3:10])[CH3:11])([CH3:7])[CH3:8])=[N:21][CH:20]=1)[CH2:30][N:29]([C:50]([O:52][C:53]([CH3:56])([CH3:55])[CH3:54])=[O:51])[CH2:28]2)=[O:25], predict the reactants needed to synthesize it. The reactants are: [Li]CCCC.[Si:6]([O:13][CH2:14][CH2:15][CH2:16][C:17]1[S:18][CH:19]=[CH:20][N:21]=1)([C:9]([CH3:12])([CH3:11])[CH3:10])([CH3:8])[CH3:7].[CH3:22][O:23][C:24]([C:26]1[CH:27]2[N:42]([C:43]([O:45][C:46]([CH3:49])([CH3:48])[CH3:47])=[O:44])[CH:31]([CH2:32][C:33]=1OS(C(F)(F)F)(=O)=O)[CH2:30][N:29]([C:50]([O:52][C:53]([CH3:56])([CH3:55])[CH3:54])=[O:51])[CH2:28]2)=[O:25]. (2) Given the product [Br:59][C:56]1[CH:55]=[CH:54][C:53]([C:51](=[O:52])[CH2:50][NH:49][C:18]([C@@H:17]2[CH2:16][C:11]3([O:12][CH2:13][CH2:14][O:15]3)[CH2:10][N:9]2[C:7](=[O:8])[C@@H:6]([NH:5][C:3](=[O:4])[O:2][CH3:1])[CH:21]([CH3:22])[CH3:23])=[O:19])=[CH:58][CH:57]=1, predict the reactants needed to synthesize it. The reactants are: [CH3:1][O:2][C:3]([NH:5][C@@H:6]([CH:21]([CH3:23])[CH3:22])[C:7]([N:9]1[C@H:17]([C:18](O)=[O:19])[CH2:16][C:11]2([O:15][CH2:14][CH2:13][O:12]2)[CH2:10]1)=[O:8])=[O:4].CN(C(ON1N=NC2C=CC=NC1=2)=[N+](C)C)C.F[P-](F)(F)(F)(F)F.Cl.[NH2:49][CH2:50][C:51]([C:53]1[CH:58]=[CH:57][C:56]([Br:59])=[CH:55][CH:54]=1)=[O:52].C(N(C(C)C)CC)(C)C. (3) Given the product [CH3:33][C:32]1[C:31]([CH3:34])=[CH:30][C:29]([C:35](=[O:37])[NH:52][CH:53]2[CH2:58][CH2:57][N:56]([CH3:59])[CH2:55][CH2:54]2)=[CH:28][C:27]=1[C:24]1[CH:23]=[CH:22][C:21]([CH2:20][C@H:19]([NH:18][C:16]([C@H:13]2[CH2:12][CH2:11][C@H:10]([CH2:9][NH:8][C:6](=[O:7])[O:5][C:1]([CH3:4])([CH3:3])[CH3:2])[CH2:15][CH2:14]2)=[O:17])[C:38](=[O:51])[NH:39][C:40]2[CH:41]=[CH:42][C:43]([C:46]3[N:47]=[N:48][NH:49][N:50]=3)=[CH:44][CH:45]=2)=[CH:26][CH:25]=1, predict the reactants needed to synthesize it. The reactants are: [C:1]([O:5][C:6]([NH:8][CH2:9][C@H:10]1[CH2:15][CH2:14][C@H:13]([C:16]([NH:18][C@H:19]([C:38](=[O:51])[NH:39][C:40]2[CH:45]=[CH:44][C:43]([C:46]3[N:47]=[N:48][NH:49][N:50]=3)=[CH:42][CH:41]=2)[CH2:20][C:21]2[CH:26]=[CH:25][C:24]([C:27]3[C:32]([CH3:33])=[C:31]([CH3:34])[CH:30]=[C:29]([C:35]([OH:37])=O)[CH:28]=3)=[CH:23][CH:22]=2)=[O:17])[CH2:12][CH2:11]1)=[O:7])([CH3:4])([CH3:3])[CH3:2].[NH2:52][CH:53]1[CH2:58][CH2:57][N:56]([CH3:59])[CH2:55][CH2:54]1.C(N(CC)C(C)C)(C)C.F[P-](F)(F)(F)(F)F.CN(C(N(C)C)=[N+]1C2C(=NC=CC=2)[N+]([O-])=N1)C. (4) Given the product [Cl:1][C:2]1[C:3]([C:18]2[S:22][C:21]([CH2:23][C:24]([NH2:28])=[O:26])=[CH:20][CH:19]=2)=[N:4][C:5]2[C:10]([C:11]=1[C:12]1[CH:17]=[CH:16][CH:15]=[CH:14][CH:13]=1)=[CH:9][CH:8]=[CH:7][CH:6]=2, predict the reactants needed to synthesize it. The reactants are: [Cl:1][C:2]1[C:3]([C:18]2[S:22][C:21]([CH2:23][C:24]([O:26]C)=O)=[CH:20][CH:19]=2)=[N:4][C:5]2[C:10]([C:11]=1[C:12]1[CH:17]=[CH:16][CH:15]=[CH:14][CH:13]=1)=[CH:9][CH:8]=[CH:7][CH:6]=2.[NH3:28]. (5) Given the product [Br:1][C:2]1[CH:10]=[C:9]2[C:5]([C:6]([CH3:11])=[N:7][N:8]2[CH3:16])=[C:4]([F:12])[CH:3]=1, predict the reactants needed to synthesize it. The reactants are: [Br:1][C:2]1[CH:10]=[C:9]2[C:5]([C:6]([CH3:11])=[N:7][NH:8]2)=[C:4]([F:12])[CH:3]=1.[H-].[Na+].I[CH3:16]. (6) Given the product [Cl:1][C:2]1[CH:3]=[C:4]2[C:9](=[CH:10][C:11]=1[O:12][C:13]1[CH:14]=[CH:15][C:16]([CH2:19][CH3:20])=[CH:17][CH:18]=1)[O:8][CH:7]([C:21]([F:24])([F:22])[F:23])[C:6]([C:25]([O-:27])=[O:26])=[CH:5]2.[Na+:29], predict the reactants needed to synthesize it. The reactants are: [Cl:1][C:2]1[CH:3]=[C:4]2[C:9](=[CH:10][C:11]=1[O:12][C:13]1[CH:18]=[CH:17][C:16]([CH2:19][CH3:20])=[CH:15][CH:14]=1)[O:8][CH:7]([C:21]([F:24])([F:23])[F:22])[C:6]([C:25]([OH:27])=[O:26])=[CH:5]2.[OH-].[Na+:29].